From a dataset of Full USPTO retrosynthesis dataset with 1.9M reactions from patents (1976-2016). Predict the reactants needed to synthesize the given product. (1) Given the product [Cl:25][C:17]1[N:18]=[C:13]2[CH:12]=[CH:11][C:10]([S:7]([N:1]3[CH2:6][CH2:5][CH2:4][CH2:3][CH2:2]3)(=[O:9])=[O:8])=[CH:15][N:14]2[N:16]=1, predict the reactants needed to synthesize it. The reactants are: [N:1]1([S:7]([C:10]2[CH:11]=[CH:12][C:13]3[N:14]([N:16]=[C:17](N)[N:18]=3)[CH:15]=2)(=[O:9])=[O:8])[CH2:6][CH2:5][CH2:4][CH2:3][CH2:2]1.[N+]([O-])([O-])=O.[Na+].[ClH:25]. (2) Given the product [F:1][C:2]1[CH:7]=[CH:6][C:5]([C:8](=[O:9])[CH2:13][CH2:14][CH2:15][N:16]2[CH2:21][CH2:20][O:19][CH:18]([CH2:22][OH:23])[CH2:17]2)=[CH:4][CH:3]=1, predict the reactants needed to synthesize it. The reactants are: [F:1][C:2]1[CH:7]=[CH:6][C:5]([C:8]2([CH2:13][CH2:14][CH2:15][N:16]3[CH2:21][CH2:20][O:19][CH:18]([CH2:22][OH:23])[CH2:17]3)OCC[O:9]2)=[CH:4][CH:3]=1.Cl. (3) Given the product [NH2:14][C:11]1[CH:10]=[CH:9][C:8]([N:7]([CH3:24])[CH:6]2[CH2:5][CH2:4][O:3][C:2]2=[O:1])=[CH:13][CH:12]=1.[CH3:24][N:7]([CH:6]1[CH2:5][CH2:4][O:3][C:2]1=[O:1])[C:8]1[CH:9]=[CH:10][C:11]([NH:14][C:15](=[O:21])[O:16][C:17]([CH3:18])([CH3:20])[CH3:19])=[CH:12][CH:13]=1, predict the reactants needed to synthesize it. The reactants are: [O:1]=[C:2]1[CH:6]([NH:7][C:8]2[CH:13]=[CH:12][C:11]([NH:14][C:15](=[O:21])[O:16][C:17]([CH3:20])([CH3:19])[CH3:18])=[CH:10][CH:9]=2)[CH2:5][CH2:4][O:3]1.C=O.[C:24](O[BH-](OC(=O)C)OC(=O)C)(=O)C.[Na+]. (4) Given the product [Br:41][CH2:42][CH2:43][CH2:44][CH2:45][CH2:46][CH2:47][CH2:48][CH2:49][CH2:50][CH2:51][CH2:52][CH2:53][CH2:54][CH2:55][CH2:56][CH2:57][C:58]1[C:59]([O:64][CH2:65][CH2:66][CH2:67][CH2:68][CH2:69][CH3:70])=[CH:60][C:61]2[C:26]3[C:21](=[CH:22][C:23]([O:34][CH2:35][CH2:36][CH2:37][CH2:38][CH2:39][CH3:40])=[C:24]([O:27][CH2:28][CH2:29][CH2:30][CH2:31][CH2:32][CH3:33])[CH:25]=3)[C:10]3[C:11](=[CH:12][C:13]([O:14][CH2:15][CH2:16][CH2:17][CH2:18][CH2:19][CH3:20])=[C:8]([O:7][CH2:1][CH2:2][CH2:3][CH2:4][CH2:5][CH3:6])[CH:9]=3)[C:62]=2[CH:63]=1, predict the reactants needed to synthesize it. The reactants are: [CH2:1]([O:7][C:8]1[CH:9]=[C:10]([C:21]2[CH:26]=[CH:25][C:24]([O:27][CH2:28][CH2:29][CH2:30][CH2:31][CH2:32][CH3:33])=[C:23]([O:34][CH2:35][CH2:36][CH2:37][CH2:38][CH2:39][CH3:40])[CH:22]=2)[CH:11]=[CH:12][C:13]=1[O:14][CH2:15][CH2:16][CH2:17][CH2:18][CH2:19][CH3:20])[CH2:2][CH2:3][CH2:4][CH2:5][CH3:6].[Br:41][CH2:42][CH2:43][CH2:44][CH2:45][CH2:46][CH2:47][CH2:48][CH2:49][CH2:50][CH2:51][CH2:52][CH2:53][CH2:54][CH2:55][CH2:56][CH2:57][C:58]1[CH:63]=[CH:62][CH:61]=[CH:60][C:59]=1[O:64][CH2:65][CH2:66][CH2:67][CH2:68][CH2:69][CH3:70].CO. (5) Given the product [CH3:10][C:8]1[CH:7]=[CH:6][C:5]([O:11][CH2:16][CH2:15][N:12]2[CH2:14][CH2:13]2)=[C:4]([N+:1]([O-:3])=[O:2])[CH:9]=1, predict the reactants needed to synthesize it. The reactants are: [N+:1]([C:4]1[CH:9]=[C:8]([CH3:10])[CH:7]=[CH:6][C:5]=1[OH:11])([O-:3])=[O:2].[N:12]1([CH2:15][CH2:16]O)[CH2:14][CH2:13]1.C1(P(C2C=CC=CC=2)C2C=CC=CC=2)C=CC=CC=1.CC(OC(/N=N/C(OC(C)C)=O)=O)C.